From a dataset of Full USPTO retrosynthesis dataset with 1.9M reactions from patents (1976-2016). Predict the reactants needed to synthesize the given product. Given the product [CH2:26]([NH:14][C:11]1[N:10]=[CH:9][C:8]2[CH2:7][CH2:6][C:5]3[N:15]=[C:2]([CH3:1])[S:3][C:4]=3[C:13]=2[N:12]=1)[C:27]1[CH:32]=[CH:31][CH:30]=[CH:29][CH:28]=1, predict the reactants needed to synthesize it. The reactants are: [CH3:1][C:2]1[S:3][C:4]2[C:13]3[N:12]=[C:11]([NH2:14])[N:10]=[CH:9][C:8]=3[CH2:7][CH2:6][C:5]=2[N:15]=1.[Li+].C[Si]([N-][Si](C)(C)C)(C)C.[CH2:26](Br)[C:27]1[CH:32]=[CH:31][CH:30]=[CH:29][CH:28]=1.[Cl-].[NH4+].